This data is from CYP3A4 inhibition data for predicting drug metabolism from PubChem BioAssay. The task is: Regression/Classification. Given a drug SMILES string, predict its absorption, distribution, metabolism, or excretion properties. Task type varies by dataset: regression for continuous measurements (e.g., permeability, clearance, half-life) or binary classification for categorical outcomes (e.g., BBB penetration, CYP inhibition). Dataset: cyp3a4_veith. (1) The result is 1 (inhibitor). The drug is C/C(=N\N1CCN(C2c3ccccc3-c3ccccc32)CC1)c1ccncc1. (2) The compound is COC(=O)C1CSC(C(=O)OC)N1C(=O)Nc1c(C)cccc1C. The result is 0 (non-inhibitor). (3) The molecule is CC(=O)O[C@H]1C[C@H]2CC[C@H]3[C@@H]4C[C@@H]([N+]5(C)CCCCC5)[C@@H](OC(C)=O)[C@@]4(C)CC[C@H]3[C@]2(C)C[C@H]1[N+]1(C)CCCCC1. The result is 0 (non-inhibitor). (4) The result is 0 (non-inhibitor). The compound is Cc1nc(Sc2ccccc2)c(C#N)cc1-c1ccccc1. (5) The compound is CCN(CC)c1ccc(N2C(=O)/C(=C\c3cccnc3)SC2=S)cc1. The result is 0 (non-inhibitor). (6) The compound is CC(/C=C/c1ccccc1)=N/NC(=O)CNC(=O)c1ccc2c(c1)OCO2. The result is 1 (inhibitor).